From a dataset of Catalyst prediction with 721,799 reactions and 888 catalyst types from USPTO. Predict which catalyst facilitates the given reaction. (1) The catalyst class is: 5. Product: [CH3:1][C@H:2]1[C@@H:7]([NH:8][C:9]([NH:11][C:12]2[N:13]=[C:14]3[CH:20]=[CH:19][NH:18][C:15]3=[N:16][CH:17]=2)=[O:10])[CH2:6][CH2:5][O:4][CH2:3]1. Reactant: [CH3:1][CH:2]1[CH:7]([NH:8][C:9]([NH:11][C:12]2[N:13]=[C:14]3[CH:20]=[CH:19][N:18](COCC[Si](C)(C)C)[C:15]3=[N:16][CH:17]=2)=[O:10])[CH2:6][CH2:5][O:4][CH2:3]1.C(Cl)(=O)C. (2) Reactant: [CH2:1]([C:3]([C:21]1[CH:34]=[CH:33][C:24]([O:25][CH2:26][CH:27]2[O:31][C:30](=[O:32])[CH2:29][CH2:28]2)=[C:23](C)[CH:22]=1)([C:6]1[CH:11]=[CH:10][C:9]([CH2:12][CH2:13][CH:14]([OH:19])[C:15]([CH3:18])([CH3:17])[CH3:16])=[C:8]([CH3:20])[CH:7]=1)[CH2:4][CH3:5])[CH3:2].[OH-:36].[K+].[CH3:38][O-].[Na+:40]. Product: [Na+:40].[CH2:1]([C:3]([C:21]1[CH:34]=[CH:33][C:24]([O:25][CH2:26][C@H:27]([OH:31])[CH2:28][CH2:29][C:30]([O-:36])=[O:32])=[C:23]([CH3:38])[CH:22]=1)([C:6]1[CH:11]=[CH:10][C:9]([CH2:12][CH2:13][CH:14]([OH:19])[C:15]([CH3:17])([CH3:18])[CH3:16])=[C:8]([CH3:20])[CH:7]=1)[CH2:4][CH3:5])[CH3:2]. The catalyst class is: 111. (3) Reactant: [F:1][C:2]1[CH:10]=[C:9]2[C:5]([CH:6]=[C:7]([C:11]([CH3:15])([CH3:14])[CH2:12][OH:13])[NH:8]2)=[CH:4][C:3]=1[N+:16]([O-:18])=[O:17].[CH3:19][C:20]([Si:23](Cl)([CH3:25])[CH3:24])([CH3:22])[CH3:21].N1C=CN=C1. Product: [Si:23]([O:13][CH2:12][C:11]([C:7]1[NH:8][C:9]2[C:5]([CH:6]=1)=[CH:4][C:3]([N+:16]([O-:18])=[O:17])=[C:2]([F:1])[CH:10]=2)([CH3:15])[CH3:14])([C:20]([CH3:22])([CH3:21])[CH3:19])([CH3:25])[CH3:24]. The catalyst class is: 2. (4) Reactant: [NH2:1][C:2]1[C:7]([CH:8]=O)=[C:6]([CH:10]2[CH2:12][CH2:11]2)[N:5]=[C:4]([O:13][CH3:14])[CH:3]=1.[Cl:15][C:16]1[CH:17]=[C:18]2[C:23](=[CH:24][C:25]=1[NH2:26])[O:22][CH:21]([C:27]1[C:32]([F:33])=[CH:31][CH:30]=[CH:29][N:28]=1)[CH2:20][CH2:19]2.[C:34](O[BH-](OC(=O)C)OC(=O)C)(=[O:36])C.[Na+].O. Product: [Cl:15][C:16]1[CH:17]=[C:18]2[C:23](=[CH:24][C:25]=1[N:26]1[CH2:8][C:7]3[C:6]([CH:10]4[CH2:12][CH2:11]4)=[N:5][C:4]([O:13][CH3:14])=[CH:3][C:2]=3[NH:1][C:34]1=[O:36])[O:22][CH:21]([C:27]1[C:32]([F:33])=[CH:31][CH:30]=[CH:29][N:28]=1)[CH2:20][CH2:19]2. The catalyst class is: 15. (5) Reactant: I[C:2]1[CH:15]=[CH:14][C:5]([NH:6][C:7](=[O:13])[O:8][C:9]([CH3:12])([CH3:11])[CH3:10])=[C:4]([CH3:16])[CH:3]=1.C([Li])CCC.[F:22][C:23]([F:38])([F:37])[C:24]([C:26]1[CH:31]=[CH:30][C:29]([O:32][C:33]([F:36])([F:35])[F:34])=[CH:28][CH:27]=1)=[O:25].[Cl-].[NH4+]. Product: [F:22][C:23]([F:37])([F:38])[C:24]([C:2]1[CH:15]=[CH:14][C:5]([NH:6][C:7](=[O:13])[O:8][C:9]([CH3:12])([CH3:11])[CH3:10])=[C:4]([CH3:16])[CH:3]=1)([OH:25])[C:26]1[CH:27]=[CH:28][C:29]([O:32][C:33]([F:35])([F:36])[F:34])=[CH:30][CH:31]=1. The catalyst class is: 310. (6) Reactant: Cl[C:2]1[N:7]=[CH:6][N:5]=[C:4]([NH:8][C:9]2[CH:14]=[CH:13][C:12]([P:15]([CH3:18])([CH3:17])=[O:16])=[CH:11][CH:10]=2)[N:3]=1.C(N(CC)CC)C.[C:26]1([N:32]2[CH2:37][CH2:36][NH:35][CH2:34][CH2:33]2)[CH:31]=[CH:30][CH:29]=[CH:28][CH:27]=1. Product: [CH3:17][P:15]([C:12]1[CH:13]=[CH:14][C:9]([NH:8][C:4]2[N:3]=[C:2]([N:35]3[CH2:36][CH2:37][N:32]([C:26]4[CH:31]=[CH:30][CH:29]=[CH:28][CH:27]=4)[CH2:33][CH2:34]3)[N:7]=[CH:6][N:5]=2)=[CH:10][CH:11]=1)([CH3:18])=[O:16]. The catalyst class is: 8.